From a dataset of Catalyst prediction with 721,799 reactions and 888 catalyst types from USPTO. Predict which catalyst facilitates the given reaction. (1) Reactant: [Li+].[BH4-].CO.[Br:5][CH2:6][CH2:7][CH2:8][C:9]([CH3:16])([CH3:15])[C:10](OCC)=[O:11]. Product: [Br:5][CH2:6][CH2:7][CH2:8][C:9]([CH3:16])([CH3:15])[CH2:10][OH:11]. The catalyst class is: 2. (2) Reactant: [Cl:1][C:2]1[C:7]([Cl:8])=[C:6]([N+:9]([O-:11])=[O:10])[CH:5]=[CH:4][C:3]=1[S:12][CH2:13][C:14]1[CH:19]=[CH:18][N:17]=[C:16]([NH2:20])[CH:15]=1.CCN(C(C)C)C(C)C.[CH3:30][O:31][CH2:32][C:33](Cl)=[O:34].N. Product: [Cl:1][C:2]1[C:7]([Cl:8])=[C:6]([N+:9]([O-:11])=[O:10])[CH:5]=[CH:4][C:3]=1[S:12][CH2:13][C:14]1[CH:19]=[CH:18][N:17]=[C:16]([NH:20][C:33](=[O:34])[CH2:32][O:31][CH3:30])[CH:15]=1. The catalyst class is: 168. (3) The catalyst class is: 1. Reactant: [CH:1]1([C:7]2[CH:12]=[CH:11][C:10]([C:13]3[C:14]([NH2:19])=[N:15][CH:16]=[CH:17][CH:18]=3)=[CH:9][CH:8]=2)[CH2:6][CH2:5][CH2:4][CH2:3][CH2:2]1.[H-].[Na+].Cl[CH2:23][CH2:24][S:25](Cl)(=[O:27])=[O:26].O. Product: [CH:1]1([C:7]2[CH:12]=[CH:11][C:10]([C:13]3[C:14]4=[N:19][S:25](=[O:27])(=[O:26])[CH2:24][CH2:23][N:15]4[CH:16]=[CH:17][CH:18]=3)=[CH:9][CH:8]=2)[CH2:2][CH2:3][CH2:4][CH2:5][CH2:6]1. (4) Reactant: Br[C:2]1[CH:3]=[C:4]([CH:16]=[O:17])[S:5][C:6]=1[S:7]([C:10]1[CH:15]=[CH:14][CH:13]=[CH:12][CH:11]=1)(=[O:9])=[O:8].[F:18][C:19]1[CH:24]=[CH:23][CH:22]=[CH:21][C:20]=1B(O)O.C(=O)([O-])[O-].[Na+].[Na+].COCCOC. Product: [F:18][C:19]1[CH:24]=[CH:23][CH:22]=[CH:21][C:20]=1[C:2]1[CH:3]=[C:4]([CH:16]=[O:17])[S:5][C:6]=1[S:7]([C:10]1[CH:15]=[CH:14][CH:13]=[CH:12][CH:11]=1)(=[O:9])=[O:8]. The catalyst class is: 690. (5) Reactant: [CH3:1][O:2][C:3]1[CH:4]=[C:5]2[C:10](=[CH:11][C:12]=1[O:13][CH3:14])[N:9]=[CH:8][N:7]=[C:6]2[O:15][C:16]1[CH:22]=[CH:21][C:19]([NH2:20])=[CH:18][CH:17]=1.C1(C)C=CC=CC=1.C(N(CC)CC)C.Cl[C:38](Cl)([O:40]C(=O)OC(Cl)(Cl)Cl)Cl.[CH3:49][CH:50]([CH3:59])[CH:51]([C:53]1[CH:58]=[CH:57][CH:56]=[CH:55][CH:54]=1)[OH:52]. Product: [CH3:1][O:2][C:3]1[CH:4]=[C:5]2[C:10](=[CH:11][C:12]=1[O:13][CH3:14])[N:9]=[CH:8][N:7]=[C:6]2[O:15][C:16]1[CH:22]=[CH:21][C:19]([NH:20][C:38](=[O:40])[O:52][CH:51]([C:53]2[CH:58]=[CH:57][CH:56]=[CH:55][CH:54]=2)[CH:50]([CH3:59])[CH3:49])=[CH:18][CH:17]=1. The catalyst class is: 2.